From a dataset of CYP1A2 inhibition data for predicting drug metabolism from PubChem BioAssay. Regression/Classification. Given a drug SMILES string, predict its absorption, distribution, metabolism, or excretion properties. Task type varies by dataset: regression for continuous measurements (e.g., permeability, clearance, half-life) or binary classification for categorical outcomes (e.g., BBB penetration, CYP inhibition). Dataset: cyp1a2_veith. (1) The molecule is C1CCN(CC[C@@H]2CCCCN2)CC1. The result is 0 (non-inhibitor). (2) The molecule is Cc1ccc(NC(=O)Nc2nc(-c3ccc(C)s3)cs2)cc1. The result is 1 (inhibitor). (3) The molecule is CS(=O)(=O)N1CCC2(CCN(C(=O)Nc3cccc(F)c3)CC2)CC1. The result is 0 (non-inhibitor). (4) The drug is CC(=O)c1cn(CCCCCCCCCCn2cc(C(C)=O)c(=O)[nH]c2=O)c(=O)[nH]c1=O. The result is 0 (non-inhibitor). (5) The molecule is Cc1ccc(Nc2nnns2)cc1. The result is 1 (inhibitor). (6) The molecule is O=C1c2ccccc2C(=O)N1Cc1cc(-c2ccccc2Cl)no1. The result is 1 (inhibitor). (7) The compound is N#CC1(Nc2ccc(-c3ccc(NC4(C#N)CCCC4)cc3)cc2)CCCC1. The result is 1 (inhibitor). (8) The drug is O=C1C2=CC[C@@H]3C(=O)N(c4ccc(F)cc4F)C(=O)[C@H]3[C@H]2[C@H](O)[C@H]2O[C@H]12. The result is 0 (non-inhibitor).